From a dataset of Forward reaction prediction with 1.9M reactions from USPTO patents (1976-2016). Predict the product of the given reaction. (1) Given the reactants [NH2:1][C:2]1[CH:20]=[CH:19][C:5]([O:6][C:7]2[CH:12]=[CH:11][N:10]=[C:9]([NH:13][C:14](=O)[CH2:15][CH2:16][CH3:17])[CH:8]=2)=[CH:4][CH:3]=1.[H-].[Al+3].[Li+].[H-].[H-].[H-].O, predict the reaction product. The product is: [NH2:1][C:2]1[CH:20]=[CH:19][C:5]([O:6][C:7]2[CH:12]=[CH:11][N:10]=[C:9]([NH:13][CH2:14][CH2:15][CH2:16][CH3:17])[CH:8]=2)=[CH:4][CH:3]=1. (2) Given the reactants [Br:1][C:2]1[CH:11]=[C:10]2[C:5]([C:6]([CH3:14])([CH3:13])[CH2:7][CH2:8][C:9]2=O)=[CH:4][C:3]=1[O:15][CH2:16][CH3:17].[C:18]([Mg]Br)([CH3:21])([CH3:20])[CH3:19], predict the reaction product. The product is: [Br:1][C:2]1[CH:11]=[C:10]2[C:5](=[CH:4][C:3]=1[O:15][CH2:16][CH3:17])[C:6]([CH3:14])([CH3:13])[CH2:7][CH:8]=[C:9]2[C:18]([CH3:21])([CH3:20])[CH3:19].